Task: Regression/Classification. Given a drug SMILES string, predict its toxicity properties. Task type varies by dataset: regression for continuous values (e.g., LD50, hERG inhibition percentage) or binary classification for toxic/non-toxic outcomes (e.g., AMES mutagenicity, cardiotoxicity, hepatotoxicity). Dataset: ld50_zhu.. Dataset: Acute oral toxicity (LD50) regression data from Zhu et al. The molecule is CC(=O)OCCC1CCCCC1. The rat oral LD50 is 1.73, given as -log10 of the dose in mol/kg body weight (higher means more acutely toxic).